This data is from Full USPTO retrosynthesis dataset with 1.9M reactions from patents (1976-2016). The task is: Predict the reactants needed to synthesize the given product. (1) Given the product [O:24]=[C:11]1[C:10]2[CH:9]=[C:8]([C:6]3[CH:5]=[CH:4][N:3]=[C:2]([NH:25][C@H:26]4[CH2:30][CH2:29][CH2:28][C@H:27]4[NH:31][C:32](=[O:35])[CH:33]=[CH2:34])[N:7]=3)[NH:16][C:15]=2[CH2:14][CH2:13][NH:12]1, predict the reactants needed to synthesize it. The reactants are: Cl[C:2]1[N:7]=[C:6]([C:8]2[NH:16][C:15]3[CH2:14][CH2:13][N:12](C(OC(C)(C)C)=O)[C:11](=[O:24])[C:10]=3[CH:9]=2)[CH:5]=[CH:4][N:3]=1.[NH2:25][C@H:26]1[CH2:30][CH2:29][CH2:28][C@H:27]1[NH:31][C:32](=[O:35])[CH:33]=[CH2:34].CC(C1C=C(C(C)C)C(C2C(P(C3CCCCC3)C3CCCCC3)=C(OC)C=CC=2OC)=C(C(C)C)C=1)C.[Li+].C[Si]([N-][Si](C)(C)C)(C)C. (2) Given the product [C:20]([O:18]/[N:17]=[C:15](/[C:10]1[CH:9]=[C:8]([C:5]2([C:3]([O:2][CH3:1])=[O:4])[CH2:7][CH2:6]2)[CH:13]=[CH:12][C:11]=1[OH:14])\[CH3:16])(=[O:21])[CH3:19], predict the reactants needed to synthesize it. The reactants are: [CH3:1][O:2][C:3]([C:5]1([C:8]2[CH:13]=[CH:12][C:11]([OH:14])=[C:10]([C:15](=[N:17][OH:18])[CH3:16])[CH:9]=2)[CH2:7][CH2:6]1)=[O:4].[CH3:19][C:20](OC(C)=O)=[O:21]. (3) Given the product [F:8][C:6]1[CH:5]=[C:4]([CH2:9][C:10]([NH:18][C@H:17]([C:16]([OH:20])=[O:15])[CH3:19])=[O:12])[CH:3]=[C:2]([F:1])[CH:7]=1, predict the reactants needed to synthesize it. The reactants are: [F:1][C:2]1[CH:3]=[C:4]([CH2:9][C:10]([OH:12])=O)[CH:5]=[C:6]([F:8])[CH:7]=1.Cl.C[O:15][C:16](=[O:20])[C@H:17]([CH3:19])[NH2:18].C1C=CC2N(O)N=NC=2C=1.CN1CCOCC1.CCN=C=NCCCN(C)C.Cl.